From a dataset of Forward reaction prediction with 1.9M reactions from USPTO patents (1976-2016). Predict the product of the given reaction. Given the reactants [OH:1][C:2]1[CH:11]=[C:10]2[C:5]([CH2:6][C@@H:7]([C:19](=[O:31])[NH:20][C@H:21]3[C:30]4[C:25](=[CH:26][CH:27]=[CH:28][CH:29]=4)[CH2:24][CH2:23][CH2:22]3)[N:8]([C:12]([O:14][C:15]([CH3:18])([CH3:17])[CH3:16])=[O:13])[CH2:9]2)=[CH:4][CH:3]=1.CCN(CC)CC.[F:39][C:40]([F:59])([F:58])[S:41](N(C1C=CC=CC=1)[S:41]([C:40]([F:59])([F:58])[F:39])(=[O:43])=[O:42])(=[O:43])=[O:42], predict the reaction product. The product is: [C@H:21]1([NH:20][C:19]([C@@H:7]2[CH2:6][C:5]3[C:10](=[CH:11][C:2]([O:1][S:41]([C:40]([F:59])([F:58])[F:39])(=[O:43])=[O:42])=[CH:3][CH:4]=3)[CH2:9][N:8]2[C:12]([O:14][C:15]([CH3:16])([CH3:17])[CH3:18])=[O:13])=[O:31])[C:30]2[C:25](=[CH:26][CH:27]=[CH:28][CH:29]=2)[CH2:24][CH2:23][CH2:22]1.